From a dataset of Full USPTO retrosynthesis dataset with 1.9M reactions from patents (1976-2016). Predict the reactants needed to synthesize the given product. (1) Given the product [ClH:18].[F:32][C:23]1[C:24]2[O:29][CH2:28][C:27](=[O:30])[NH:26][C:25]=2[CH:31]=[C:21]([CH2:20][CH2:19][N:15]2[CH2:16][CH2:17][N:12]([C:8]3[CH:7]=[CH:6][CH:5]=[C:4]4[C:9]=3[CH:10]=[CH:11][C:2]([CH3:1])=[N:3]4)[CH2:13][CH2:14]2)[CH:22]=1, predict the reactants needed to synthesize it. The reactants are: [CH3:1][C:2]1[CH:11]=[CH:10][C:9]2[C:4](=[CH:5][CH:6]=[CH:7][C:8]=2[N:12]2[CH2:17][CH2:16][NH:15][CH2:14][CH2:13]2)[N:3]=1.[Cl:18][CH2:19][CH2:20][C:21]1[CH:22]=[C:23]([F:32])[C:24]2[O:29][CH2:28][C:27](=[O:30])[NH:26][C:25]=2[CH:31]=1. (2) Given the product [CH2:17]([C:10]1[N:9]=[C:8]([C:6]2[CH:7]=[C:2]([NH:1][C:28]([NH2:29])=[O:27])[CH:3]=[CH:4][C:5]=2[O:19][CH2:20][CH2:21][CH3:22])[NH:13][C:12](=[O:14])[C:11]=1[CH2:15][CH3:16])[CH3:18], predict the reactants needed to synthesize it. The reactants are: [NH2:1][C:2]1[CH:3]=[CH:4][C:5]([O:19][CH2:20][CH2:21][CH3:22])=[C:6]([C:8]2[NH:13][C:12](=[O:14])[C:11]([CH2:15][CH3:16])=[C:10]([CH2:17][CH3:18])[N:9]=2)[CH:7]=1.C(O)(=O)C.[O-:27][C:28]#[N:29].[K+]. (3) Given the product [Cl:8][CH2:7][C:6]([C:9]1[O:10][CH:11]=[CH:12][CH:13]=1)=[O:5], predict the reactants needed to synthesize it. The reactants are: C([Si](C(C)C)(C(C)C)[O:5][C:6]([C:9]1[O:10][CH:11]=[CH:12][CH:13]=1)=[CH:7][Cl:8])(C)C.C([O-])(O)=O.[Na+].C(Cl)Cl. (4) Given the product [Br:1][C:2]1[CH:3]=[C:4]2[N:10]=[N:11][N:8]([CH3:9])[C:5]2=[N:6][CH:7]=1, predict the reactants needed to synthesize it. The reactants are: [Br:1][C:2]1[CH:3]=[C:4]([NH2:10])[C:5]([NH:8][CH3:9])=[N:6][CH:7]=1.[N:11]([O-])=O.[Na+].[OH-].[Na+]. (5) Given the product [C:1]([NH:4][CH:5]1[CH:10]([CH:11]([O:22][C:23](=[O:25])[CH3:24])[CH:12]([O:18][C:19](=[O:21])[CH3:20])[CH2:13][O:14][C:15](=[O:17])[CH3:16])[O:9][C:8]([C:26]([O:28][CH3:29])=[O:27])=[CH:7][CH:6]1[NH2:30])(=[O:3])[CH3:2], predict the reactants needed to synthesize it. The reactants are: [C:1]([NH:4][CH:5]1[CH:10]([CH:11]([O:22][C:23](=[O:25])[CH3:24])[CH:12]([O:18][C:19](=[O:21])[CH3:20])[CH2:13][O:14][C:15](=[O:17])[CH3:16])[O:9][C:8]([C:26]([O:28][CH3:29])=[O:27])=[CH:7][CH:6]1[N:30]=[N+]=[N-])(=[O:3])[CH3:2].O.[Cl-].[NH4+]. (6) Given the product [I:1]([OH:5])(=[O:4])(=[O:3])=[O:2].[O-2:14].[O-2:6].[O-2:2].[Cr+6:9], predict the reactants needed to synthesize it. The reactants are: [I:1]([OH:5])(=[O:4])(=[O:3])=[O:2].[O-2:6].[O-2].[O-2].[Cr+6:9].C([O:14][C@@H](C1C(C)=CC2N=CSC=2C=1C1C=CC(Cl)=CC=1)CO)(C)(C)C. (7) The reactants are: [N+:1]([C:4]1[CH:9]=[CH:8][C:7]([S:10]([NH:13][C:14]2[CH:19]=[CH:18][CH:17]=[CH:16][C:15]=2C)(=[O:12])=[O:11])=[CH:6][CH:5]=1)([O-:3])=[O:2].NC1C=CC=CC=1. Given the product [N+:1]([C:4]1[CH:5]=[CH:6][C:7]([S:10]([NH:13][C:14]2[CH:19]=[CH:18][CH:17]=[CH:16][CH:15]=2)(=[O:12])=[O:11])=[CH:8][CH:9]=1)([O-:3])=[O:2], predict the reactants needed to synthesize it. (8) Given the product [CH2:26]([O:25][C:23]([NH:2][C@H:3]([C:11]([O:13][CH3:14])=[O:12])[CH2:4][C:5]1[CH:10]=[CH:9][CH:8]=[CH:7][CH:6]=1)=[O:24])[CH3:27], predict the reactants needed to synthesize it. The reactants are: Cl.[NH2:2][C@H:3]([C:11]([O:13][CH3:14])=[O:12])[CH2:4][C:5]1[CH:10]=[CH:9][CH:8]=[CH:7][CH:6]=1.C(N(CC)CC)C.Cl[C:23]([O:25][CH2:26][CH3:27])=[O:24]. (9) The reactants are: [C:1]([O:5][C:6]([N:8]([CH3:48])[C@H:9]([C:13]([NH:15][C@H:16]([C:20]([N:22]([C@@H:24]([C@@H:44]([CH3:47])[CH2:45][CH3:46])[C@H:25]([O:42][CH3:43])[CH2:26][C:27]([N:29]1[CH2:33][CH2:32][CH2:31][C@H:30]1[C@H:34]([O:40][CH3:41])[C@H:35]([C:37](O)=[O:38])[CH3:36])=[O:28])[CH3:23])=[O:21])[CH:17]([CH3:19])[CH3:18])=[O:14])[CH:10]([CH3:12])[CH3:11])=[O:7])([CH3:4])([CH3:3])[CH3:2].FC(F)(F)C(O)=O.[CH3:56][O:57][C:58](=[O:76])[C:59]1[CH:64]=[CH:63][C:62](/[CH:65]=[CH:66]/[C@@H:67]([NH2:75])[CH2:68][C:69]2[CH:74]=[CH:73][CH:72]=[CH:71][CH:70]=2)=[CH:61][CH:60]=1. Given the product [C:1]([O:5][C:6]([N:8]([CH3:48])[C@H:9]([C:13]([NH:15][C@H:16]([C:20]([N:22]([C@@H:24]([C@@H:44]([CH3:47])[CH2:45][CH3:46])[C@H:25]([O:42][CH3:43])[CH2:26][C:27]([N:29]1[CH2:33][CH2:32][CH2:31][C@H:30]1[C@H:34]([O:40][CH3:41])[C@@H:35]([CH3:36])[C:37]([NH:75][C@H:67](/[CH:66]=[CH:65]/[C:62]1[CH:61]=[CH:60][C:59]([C:58]([O:57][CH3:56])=[O:76])=[CH:64][CH:63]=1)[CH2:68][C:69]1[CH:70]=[CH:71][CH:72]=[CH:73][CH:74]=1)=[O:38])=[O:28])[CH3:23])=[O:21])[CH:17]([CH3:19])[CH3:18])=[O:14])[CH:10]([CH3:11])[CH3:12])=[O:7])([CH3:2])([CH3:4])[CH3:3], predict the reactants needed to synthesize it. (10) Given the product [CH3:12][C:11]1([CH2:10][CH2:9][CH:8]([CH3:14])[CH3:7])[O:6][CH:3]([CH:2]=[CH2:1])[CH2:4][O:5]1, predict the reactants needed to synthesize it. The reactants are: [CH2:1]=[CH:2][CH:3]([OH:6])[CH2:4][OH:5].[CH3:7][CH:8]([CH3:14])[CH2:9][CH2:10][C:11](=O)[CH3:12].